From a dataset of Forward reaction prediction with 1.9M reactions from USPTO patents (1976-2016). Predict the product of the given reaction. Given the reactants C([O:3][C:4]([C:6]1[N:15]=[C:14]([C:16]2[CH:21]=[CH:20][C:19]([CH:22]([CH3:24])[CH3:23])=[CH:18][CH:17]=2)[C:13]2[C:8](=[CH:9][CH:10]=[C:11]([O:25][CH2:26][C:27]#[CH:28])[CH:12]=2)[N:7]=1)=O)C.[H-].[Al+3].[Li+].[H-].[H-].[H-], predict the reaction product. The product is: [CH:22]([C:19]1[CH:18]=[CH:17][C:16]([C:14]2[C:13]3[C:8](=[CH:9][CH:10]=[C:11]([O:25][CH2:26][C:27]#[CH:28])[CH:12]=3)[N:7]=[C:6]([CH2:4][OH:3])[N:15]=2)=[CH:21][CH:20]=1)([CH3:24])[CH3:23].